From a dataset of Catalyst prediction with 721,799 reactions and 888 catalyst types from USPTO. Predict which catalyst facilitates the given reaction. (1) Reactant: Cl[C:2]1C=C[C:5]([NH:8][C:9](=O)OC2C=CC=CC=2)=[CH:4][C:3]=1[C:18]([F:21])([F:20])F.[C:22](=[NH:35])([C:29]1[CH:34]=[CH:33][CH:32]=[CH:31][CH:30]=1)[C:23]1[CH:28]=[CH:27][CH:26]=[CH:25][CH:24]=1.[C:36]([O-])([O-])=O.[Cs+].[Cs+].C1C=CC(P(C2C(C3C(P(C4C=CC=CC=4)C4C=CC=CC=4)=CC=C4C=3C=CC=C4)=C3C(C=CC=C3)=CC=2)C2C=CC=CC=2)=CC=1. Product: [F:21][C:18]([C:3]1[CH:2]=[CH:9][N:8]=[C:5]([N:35]=[C:22]([C:29]2[CH:30]=[CH:31][CH:32]=[CH:33][CH:34]=2)[C:23]2[CH:28]=[CH:27][CH:26]=[CH:25][CH:24]=2)[CH:4]=1)([F:20])[CH3:36]. The catalyst class is: 102. (2) Reactant: [OH:1][B:2]1[C:6]2[CH:7]=[C:8]([OH:12])[CH:9]=[C:10]([CH3:11])[C:5]=2[CH:4]([CH2:13][C:14]([O:16]CC)=[O:15])[O:3]1.[Li+].[OH-].Cl. Product: [OH:1][B:2]1[C:6]2[CH:7]=[C:8]([OH:12])[CH:9]=[C:10]([CH3:11])[C:5]=2[CH:4]([CH2:13][C:14]([OH:16])=[O:15])[O:3]1. The catalyst class is: 24. (3) Reactant: [CH3:1][O:2][C:3](=[O:20])[CH:4]([O:17][CH2:18][CH3:19])[CH2:5][C:6]1[C:15]2[CH2:14][CH2:13][CH2:12][CH2:11][C:10]=2[C:9]([OH:16])=[CH:8][CH:7]=1.[CH3:21][C:22]1[S:26][C:25]([C:27]2[CH:32]=[CH:31][C:30]([C:33]([F:36])([F:35])[F:34])=[CH:29][CH:28]=2)=[N:24][C:23]=1[CH2:37]CO.[C:40]1(P(C2C=CC=CC=2)C2C=CC=CC=2)C=CC=CC=1.N(C(OC(C)(C)C)=O)=NC(OC(C)(C)C)=O. The catalyst class is: 7. Product: [CH3:1][O:2][C:3](=[O:20])[CH:4]([O:17][CH2:18][CH3:19])[CH2:5][C:6]1[C:15]2[CH2:14][CH2:13][CH2:12][CH2:11][C:10]=2[C:9]([O:16][CH2:40][CH2:21][C:22]2[S:26][C:25]([C:27]3[CH:28]=[CH:29][C:30]([C:33]([F:34])([F:35])[F:36])=[CH:31][CH:32]=3)=[N:24][C:23]=2[CH3:37])=[CH:8][CH:7]=1. (4) Product: [NH2:1][C:2]1[C:7]([C:11]#[N:12])=[CH:6][C:5]([CH3:9])=[CH:4][N:3]=1. The catalyst class is: 18. Reactant: [NH2:1][C:2]1[C:7](Br)=[CH:6][C:5]([CH3:9])=[CH:4][N:3]=1.[Cu][C:11]#[N:12].C(OCC)(=O)C.[OH-].[Na+]. (5) Reactant: [Cl:1][C:2]1[CH:3]=[CH:4][C:5]([C:12]#[N:13])=[C:6]([NH:8][C:9](=[O:11])[CH3:10])[CH:7]=1.CC(C)([O-])C.[K+].[C:20]([O:23][CH2:24][CH2:25]Br)(=[O:22])[CH3:21].C(OCC)(=O)C. Product: [CH2:24]([O:23][C:20]([C:21]1[N:8]([C:9](=[O:11])[CH3:10])[C:6]2[C:5]([C:12]=1[NH2:13])=[CH:4][CH:3]=[C:2]([Cl:1])[CH:7]=2)=[O:22])[CH3:25]. The catalyst class is: 1. (6) The catalyst class is: 1. Product: [CH3:1][N:2]([C:3]1[CH:8]=[CH:7][N:6]=[CH:5][CH:4]=1)[C:14]([S:16][CH2:18][C:19]#[N:20])=[S:15]. Reactant: [CH3:1][NH:2][C:3]1[CH:8]=[CH:7][N:6]=[CH:5][CH:4]=1.C([Li])CCC.[C:14](=[S:16])=[S:15].Br[CH2:18][C:19]#[N:20]. (7) Reactant: [CH2:1]([NH:10][CH2:11][C:12]1[CH:17]=[CH:16][CH:15]=[C:14]([O:18][CH3:19])[CH:13]=1)[C:2]1[CH:7]=[CH:6][CH:5]=[C:4]([O:8][CH3:9])[CH:3]=1.C=O.[BH4-].[Na+].F[C:25](F)(F)C(O)=O.[OH-].[Na+].[Cl-].[Na+]. Product: [CH2:11]([N:10]([CH2:1][C:2]1[CH:7]=[CH:6][CH:5]=[C:4]([O:8][CH3:9])[CH:3]=1)[CH3:25])[C:12]1[CH:17]=[CH:16][CH:15]=[C:14]([O:18][CH3:19])[CH:13]=1. The catalyst class is: 90.